Dataset: Full USPTO retrosynthesis dataset with 1.9M reactions from patents (1976-2016). Task: Predict the reactants needed to synthesize the given product. Given the product [NH2:8][CH:9]([C:18](=[O:51])[NH:19][CH2:20][C:21]([CH3:50])([CH3:49])[CH2:22][CH2:23][CH2:24][CH2:25][O:26][C:27]1[C:28]([CH2:47][CH3:48])=[CH:29][C:30]([C:41]2[CH:46]=[CH:45][CH:44]=[CH:43][CH:42]=2)=[C:31]([OH:33])[CH:32]=1)[CH2:10][C:11]([OH:13])=[O:12], predict the reactants needed to synthesize it. The reactants are: C(OC([NH:8][CH:9]([C:18](=[O:51])[NH:19][CH2:20][C:21]([CH3:50])([CH3:49])[CH2:22][CH2:23][CH2:24][CH2:25][O:26][C:27]1[CH:32]=[C:31]([O:33]CC2C=CC=CC=2)[C:30]([C:41]2[CH:46]=[CH:45][CH:44]=[CH:43][CH:42]=2)=[CH:29][C:28]=1[CH2:47][CH3:48])[CH2:10][C:11]([O:13]C(C)(C)C)=[O:12])=O)(C)(C)C.C1(OC)C=CC=CC=1.FC(F)(F)C(O)=O.FC(F)(F)S(O)(=O)=O.